From a dataset of CYP3A4 inhibition data for predicting drug metabolism from PubChem BioAssay. Regression/Classification. Given a drug SMILES string, predict its absorption, distribution, metabolism, or excretion properties. Task type varies by dataset: regression for continuous measurements (e.g., permeability, clearance, half-life) or binary classification for categorical outcomes (e.g., BBB penetration, CYP inhibition). Dataset: cyp3a4_veith. (1) The molecule is Cc1cc2c(cc1C)NC1=C(N2)O[C@H](c2c[nH]c3ccc(COc4ccccc4)cc23)C1=O. The result is 1 (inhibitor). (2) The compound is Clc1ccc(-c2noc(CN3CCCCC3)n2)cc1. The result is 0 (non-inhibitor). (3) The drug is CN(C)c1ncnc2ccc(-c3cccc(C#N)c3)cc12. The result is 1 (inhibitor). (4) The drug is CN(N=O)C(=O)N[C@@H]1[C@@H](O)O[C@@H](CO)[C@@H](O)[C@@H]1O. The result is 0 (non-inhibitor). (5) The drug is COc1cccc(Nc2ncc(C(=O)O)c3ccccc23)c1. The result is 0 (non-inhibitor).